From a dataset of Forward reaction prediction with 1.9M reactions from USPTO patents (1976-2016). Predict the product of the given reaction. (1) The product is: [O:1]1[CH2:5][CH2:4][O:3][CH:2]1[C:6]1[S:10][C:9]([CH3:11])=[C:8]([CH:12]2[C:13]3[CH:18]=[CH:17][CH:16]=[CH:15][C:14]=3[O:19][CH2:21][O:20]2)[CH:7]=1. Given the reactants [O:1]1[CH2:5][CH2:4][O:3][CH:2]1[C:6]1[S:10][C:9]([CH3:11])=[C:8]([CH:12]([OH:20])[C:13]2[CH:18]=[CH:17][CH:16]=[CH:15][C:14]=2[OH:19])[CH:7]=1.[CH3:21]N(C=O)C.[H-].[Na+].C([O-])(O)=O.[Na+], predict the reaction product. (2) The product is: [NH2:1][C:2]1[CH:7]=[CH:6][C:5]([N:8]([C:13]2[C:32]([CH:33]3[CH2:35][CH2:34]3)=[CH:31][C:16]3[C:17]([C:27]([NH:28][CH3:29])=[O:30])=[C:18]([C:20]4[CH:21]=[CH:22][C:23]([F:26])=[CH:24][CH:25]=4)[O:19][C:15]=3[CH:14]=2)[S:9]([CH3:12])(=[O:11])=[O:10])=[CH:4][C:3]=1[CH2:36][CH2:37][OH:38]. Given the reactants [NH2:1][C:2]1[CH:7]=[CH:6][C:5]([N:8]([C:13]2[C:32]([CH:33]3[CH2:35][CH2:34]3)=[CH:31][C:16]3[C:17]([C:27](=[O:30])[NH:28][CH3:29])=[C:18]([C:20]4[CH:25]=[CH:24][C:23]([F:26])=[CH:22][CH:21]=4)[O:19][C:15]=3[CH:14]=2)[S:9]([CH3:12])(=[O:11])=[O:10])=[CH:4][C:3]=1[CH2:36][C:37](OC)=[O:38].[H-].[Al+3].[Li+].[H-].[H-].[H-].C1COCC1.CCCCCC.CCOC(C)=O, predict the reaction product.